This data is from Peptide-MHC class I binding affinity with 185,985 pairs from IEDB/IMGT. The task is: Regression. Given a peptide amino acid sequence and an MHC pseudo amino acid sequence, predict their binding affinity value. This is MHC class I binding data. (1) The peptide sequence is FFSPFFFSL. The MHC is HLA-A02:12 with pseudo-sequence HLA-A02:12. The binding affinity (normalized) is 0.0847. (2) The peptide sequence is GLVASIKNFK. The MHC is HLA-A11:01 with pseudo-sequence HLA-A11:01. The binding affinity (normalized) is 0.336. (3) The peptide sequence is RPVGISSMV. The MHC is HLA-B18:01 with pseudo-sequence HLA-B18:01. The binding affinity (normalized) is 0.0847. (4) The peptide sequence is TVVRDFENY. The MHC is HLA-A68:01 with pseudo-sequence HLA-A68:01. The binding affinity (normalized) is 0.353. (5) The peptide sequence is GLQGIYVLV. The MHC is HLA-A26:01 with pseudo-sequence HLA-A26:01. The binding affinity (normalized) is 0.213.